The task is: Predict which catalyst facilitates the given reaction.. This data is from Catalyst prediction with 721,799 reactions and 888 catalyst types from USPTO. (1) Reactant: [Cl:1][C:2]1[CH:10]=[CH:9][C:5]([C:6]([OH:8])=O)=[CH:4][N:3]=1.C(N(CC)CC)C.F[P-](F)(F)(F)(F)F.N1(O[P+](N(C)C)(N(C)C)N(C)C)C2C=CC=CC=2N=N1.[F:45][C:46]1[CH:47]=[C:48]([CH:57]=[CH:58][CH:59]=1)[CH2:49][N:50]1[CH:54]=[CH:53][C:52]([CH2:55][NH2:56])=[CH:51]1. Product: [Cl:1][C:2]1[CH:10]=[CH:9][C:5]([C:6]([NH:56][CH2:55][C:52]2[CH:53]=[CH:54][N:50]([CH2:49][C:48]3[CH:57]=[CH:58][CH:59]=[C:46]([F:45])[CH:47]=3)[CH:51]=2)=[O:8])=[CH:4][N:3]=1. The catalyst class is: 391. (2) Reactant: [N:1]1[O:2][N:3]=[C:4]2[CH:9]=[C:8]([CH:10](O)[CH2:11][N:12]3[CH2:17][CH2:16][N:15]([C:18]([O:20][C:21]([CH3:24])([CH3:23])[CH3:22])=[O:19])[CH2:14][C@H:13]3[CH2:25][OH:26])[CH:7]=[CH:6][C:5]=12.C(C=P(CCCC)(CCCC)CCCC)#N. Product: [N:1]1[O:2][N:3]=[C:4]2[CH:9]=[C:8]([CH:10]3[O:26][CH2:25][C@@H:13]4[CH2:14][N:15]([C:18]([O:20][C:21]([CH3:24])([CH3:22])[CH3:23])=[O:19])[CH2:16][CH2:17][N:12]4[CH2:11]3)[CH:7]=[CH:6][C:5]=12. The catalyst class is: 11. (3) Reactant: [H-].[Na+].[O:3]([C:10]1[CH:15]=[CH:14][C:13]([C:16]2[C:24]3[C:23]([NH2:25])=[N:22][CH:21]=[N:20][C:19]=3[NH:18][CH:17]=2)=[CH:12][CH:11]=1)[C:4]1[CH:9]=[CH:8][CH:7]=[CH:6][CH:5]=1.[CH:26]1([S:31](Cl)(=[O:33])=[O:32])[CH2:30][CH2:29][CH2:28][CH2:27]1. Product: [CH:26]1([S:31]([N:18]2[C:19]3[N:20]=[CH:21][N:22]=[C:23]([NH2:25])[C:24]=3[C:16]([C:13]3[CH:12]=[CH:11][C:10]([O:3][C:4]4[CH:9]=[CH:8][CH:7]=[CH:6][CH:5]=4)=[CH:15][CH:14]=3)=[CH:17]2)(=[O:33])=[O:32])[CH2:30][CH2:29][CH2:28][CH2:27]1. The catalyst class is: 9. (4) Reactant: [Br:1][C:2]1[CH:3]=[CH:4][C:5]([F:9])=[C:6]([OH:8])[CH:7]=1.C(=O)([O-])[O-].[Cs+].[Cs+].[CH:16](Br)([CH3:18])[CH3:17].O. Product: [Br:1][C:2]1[CH:3]=[CH:4][C:5]([F:9])=[C:6]([O:8][CH:16]([CH3:18])[CH3:17])[CH:7]=1. The catalyst class is: 3. (5) Reactant: Br[C:2]1[CH:3]=[CH:4][C:5]2[C:11]3[S:12][C:13]([C:15]([N:17]([C:19]4[CH:20]=[C:21]([CH:37]=[CH:38][C:39]=4[Cl:40])[C:22]([N:24]4[CH2:29][CH2:28][N:27]([C:30]([O:32][C:33]([CH3:36])([CH3:35])[CH3:34])=[O:31])[CH2:26][CH2:25]4)=[O:23])[CH3:18])=[O:16])=[CH:14][C:10]=3[CH2:9][CH2:8][O:7][C:6]=2[CH:41]=1.CC1(C)C2[C:64](=C(P(C3C=CC=CC=3)C3C=CC=CC=3)C=CC=2)[O:63]C2C(P(C3C=CC=CC=3)C3C=CC=CC=3)=CC=CC1=2.[CH3:84][NH2:85].Cl.C([O-])([O-])=O.[Na+].[Na+]. Product: [Cl:40][C:39]1[CH:38]=[CH:37][C:21]([C:22]([N:24]2[CH2:25][CH2:26][N:27]([C:30]([O:32][C:33]([CH3:35])([CH3:34])[CH3:36])=[O:31])[CH2:28][CH2:29]2)=[O:23])=[CH:20][C:19]=1[N:17]([CH3:18])[C:15]([C:13]1[S:12][C:11]2[C:5]3[CH:4]=[CH:3][C:2]([C:64](=[O:63])[NH:85][CH3:84])=[CH:41][C:6]=3[O:7][CH2:8][CH2:9][C:10]=2[CH:14]=1)=[O:16]. The catalyst class is: 222. (6) Product: [F:9][C:10]1[CH:15]=[C:14]([F:16])[CH:13]=[CH:12][C:11]=1[N:17]1[C:2](=[O:8])[C:3](=[O:5])[N:20]([CH:21]([CH3:26])[C:22]([CH3:24])([CH3:23])[CH3:25])[C:18]1=[S:19]. The catalyst class is: 4. Reactant: Cl[C:2](=[O:8])[C:3]([O:5]CC)=O.[F:9][C:10]1[CH:15]=[C:14]([F:16])[CH:13]=[CH:12][C:11]=1[NH:17][C:18]([NH:20][CH:21]([CH3:26])[C:22]([CH3:25])([CH3:24])[CH3:23])=[S:19].